This data is from Forward reaction prediction with 1.9M reactions from USPTO patents (1976-2016). The task is: Predict the product of the given reaction. Given the reactants ClC1C=C(Cl)C=CC=1C1C(N2C=CN=C2)=CN=C(CCN)N=1.Cl[C:24]1[N:29]=[C:28]([NH2:30])[C:27]([C:31]#[N:32])=[CH:26][N:25]=1.[Cl:33][C:34]1[CH:39]=[C:38]([Cl:40])[CH:37]=[CH:36][C:35]=1[C:41]1[C:46]([C:47]2[NH:48][CH:49]=[CH:50][N:51]=2)=[CH:45][N:44]=[C:43]([NH:52][CH2:53][CH2:54][NH:55]C2C=CC([N+]([O-])=O)=C(OC)N=2)[N:42]=1, predict the reaction product. The product is: [NH2:30][C:28]1[C:27]([C:31]#[N:32])=[CH:26][N:25]=[C:24]([NH:55][CH2:54][CH2:53][NH:52][C:43]2[N:42]=[C:41]([C:35]3[CH:36]=[CH:37][C:38]([Cl:40])=[CH:39][C:34]=3[Cl:33])[C:46]([C:47]3[NH:51][CH:50]=[CH:49][N:48]=3)=[CH:45][N:44]=2)[N:29]=1.